From a dataset of Catalyst prediction with 721,799 reactions and 888 catalyst types from USPTO. Predict which catalyst facilitates the given reaction. (1) Reactant: [Cl:1][C:2]1[CH:7]=[CH:6][C:5]([S:8][C:9]2[NH:10][C:11]3[C:16]([N:17]=2)=[C:15]([NH2:18])[N:14]=[CH:13][N:12]=3)=[C:4]([N+:19]([O-:21])=[O:20])[CH:3]=1.C([O-])([O-])=O.[Cs+].[Cs+].[Br:28][CH2:29][CH2:30][CH2:31]Br. Product: [Br:28][CH2:29][CH2:30][CH2:31][N:10]1[C:9]([S:8][C:5]2[CH:6]=[CH:7][C:2]([Cl:1])=[CH:3][C:4]=2[N+:19]([O-:21])=[O:20])=[N:17][C:16]2[C:11]1=[N:12][CH:13]=[N:14][C:15]=2[NH2:18]. The catalyst class is: 3. (2) Reactant: [Br:1][C:2]1[CH:3]=[C:4]([OH:9])[CH:5]=[C:6]([F:8])[CH:7]=1.N1C=CN=C1.[C:15]([Si:19](Cl)([C:26]1[CH:31]=[CH:30][CH:29]=[CH:28][CH:27]=1)[C:20]1[CH:25]=[CH:24][CH:23]=[CH:22][CH:21]=1)([CH3:18])([CH3:17])[CH3:16]. Product: [Br:1][C:2]1[CH:3]=[C:4]([CH:5]=[C:6]([F:8])[CH:7]=1)[O:9][Si:19]([C:15]([CH3:18])([CH3:17])[CH3:16])([C:26]1[CH:27]=[CH:28][CH:29]=[CH:30][CH:31]=1)[C:20]1[CH:25]=[CH:24][CH:23]=[CH:22][CH:21]=1. The catalyst class is: 1. (3) Reactant: C(OC(=O)[N:7]([C:28]1[CH:33]=[CH:32][C:31]([CH2:34][CH2:35][CH2:36][CH2:37][N:38]2[CH:42]=[CH:41][N:40]=[N:39]2)=[CH:30][CH:29]=1)[CH2:8][C:9]1[N:10]=[C:11]([C:14]2[NH:15][C:16]3[C:21]([CH:22]=2)=[CH:20][C:19]([O:23][C:24]([F:27])([F:26])[F:25])=[CH:18][CH:17]=3)[O:12][CH:13]=1)(C)(C)C. Product: [N:38]1([CH2:37][CH2:36][CH2:35][CH2:34][C:31]2[CH:32]=[CH:33][C:28]([NH:7][CH2:8][C:9]3[N:10]=[C:11]([C:14]4[NH:15][C:16]5[C:21]([CH:22]=4)=[CH:20][C:19]([O:23][C:24]([F:26])([F:27])[F:25])=[CH:18][CH:17]=5)[O:12][CH:13]=3)=[CH:29][CH:30]=2)[CH:42]=[CH:41][N:40]=[N:39]1. The catalyst class is: 281. (4) Reactant: [CH2:1]([O:8][C:9]1[CH:14]=[CH:13][C:12]([CH2:15][OH:16])=[CH:11][C:10]=1[Br:17])[C:2]1[CH:7]=[CH:6][CH:5]=[CH:4][CH:3]=1.N1C=CN=C1.[C:23]([Si:27](Cl)([CH3:29])[CH3:28])([CH3:26])([CH3:25])[CH3:24].O. Product: [CH2:1]([O:8][C:9]1[CH:14]=[CH:13][C:12]([CH2:15][O:16][Si:27]([C:23]([CH3:26])([CH3:25])[CH3:24])([CH3:29])[CH3:28])=[CH:11][C:10]=1[Br:17])[C:2]1[CH:7]=[CH:6][CH:5]=[CH:4][CH:3]=1. The catalyst class is: 3.